This data is from Forward reaction prediction with 1.9M reactions from USPTO patents (1976-2016). The task is: Predict the product of the given reaction. (1) Given the reactants [Br:1][C:2]1[CH:11]=[CH:10][C:9]2[C:4](=[CH:5][CH:6]=[C:7]([O:12][C@H:13]3[CH2:18][CH2:17][C@H:16]([C:19]([CH3:22])([CH3:21])[CH3:20])[CH2:15][CH2:14]3)[CH:8]=2)[CH:3]=1.[I:23]N1C(=O)CCC1=O, predict the reaction product. The product is: [Br:1][C:2]1[CH:3]=[C:4]2[C:9](=[CH:10][CH:11]=1)[C:8]([I:23])=[C:7]([O:12][C@H:13]1[CH2:18][CH2:17][C@H:16]([C:19]([CH3:22])([CH3:21])[CH3:20])[CH2:15][CH2:14]1)[CH:6]=[CH:5]2. (2) Given the reactants [C:1]([O:4][CH2:5][CH2:6][CH2:7][CH2:8][CH2:9][CH2:10][CH:11]=[CH2:12])(=[O:3])[CH3:2].O1[CH:15]2[CH2:16][CH2:17][CH:18]=[CH:19][CH2:20][CH2:21][CH:14]12.Cl[Si](C)(C)C.[I-].[Na+], predict the reaction product. The product is: [C:1]([O:4][CH2:5][CH2:6][CH2:7][CH2:8][CH2:9][CH2:10][CH2:11][CH2:12][CH2:20][CH2:21]/[CH:14]=[CH:15]\[CH2:16][CH2:17][CH2:18][CH3:19])(=[O:3])[CH3:2]. (3) Given the reactants Br[C:2]1[CH:7]=[CH:6][CH:5]=[CH:4][C:3]=1[N:8]1[C:16]2[CH:15]=[CH:14][C:13]([CH3:17])=[CH:12][C:11]=2[C:10]2[CH2:18][N:19]([CH3:22])[CH2:20][CH2:21][C:9]1=2.[N:23]1[CH:28]=[CH:27][C:26](B(O)O)=[CH:25][CH:24]=1.[O-]P([O-])([O-])=O.[K+].[K+].[K+], predict the reaction product. The product is: [CH3:22][N:19]1[CH2:20][CH2:21][C:9]2[N:8]([C:3]3[CH:4]=[CH:5][CH:6]=[CH:7][C:2]=3[C:26]3[CH:27]=[CH:28][N:23]=[CH:24][CH:25]=3)[C:16]3[CH:15]=[CH:14][C:13]([CH3:17])=[CH:12][C:11]=3[C:10]=2[CH2:18]1. (4) Given the reactants N(C(OCC)=O)=NC(OCC)=O.[C:13]([O:17][C:18]([N:20]1[CH2:25][CH2:24][CH:23]([CH2:26][OH:27])[CH2:22][CH2:21]1)=[O:19])([CH3:16])([CH3:15])[CH3:14].[F:28][C:29]1[CH:34]=[CH:33][C:32](O)=[CH:31][CH:30]=1.C1(P(C2C=CC=CC=2)C2C=CC=CC=2)C=CC=CC=1, predict the reaction product. The product is: [C:13]([O:17][C:18]([N:20]1[CH2:25][CH2:24][CH:23]([CH2:26][O:27][C:32]2[CH:33]=[CH:34][C:29]([F:28])=[CH:30][CH:31]=2)[CH2:22][CH2:21]1)=[O:19])([CH3:16])([CH3:15])[CH3:14]. (5) Given the reactants C([O:3][C:4]([C:6]1[NH:7][C:8]2[C:13]([C:14]=1[CH3:15])=[CH:12][C:11]([F:16])=[CH:10][CH:9]=2)=[O:5])C.Br[CH2:18][C:19]1[C:28]2[C:23](=[CH:24][CH:25]=[CH:26][CH:27]=2)[CH:22]=[CH:21][CH:20]=1, predict the reaction product. The product is: [F:16][C:11]1[CH:12]=[C:13]2[C:8](=[CH:9][CH:10]=1)[N:7]([CH2:18][C:19]1[C:28]3[C:23](=[CH:24][CH:25]=[CH:26][CH:27]=3)[CH:22]=[CH:21][CH:20]=1)[C:6]([C:4]([OH:3])=[O:5])=[C:14]2[CH3:15]. (6) The product is: [CH3:32][O:33][CH2:34][C:35]([N:1]1[CH2:6][CH2:5][CH:4]([NH:7][C:8]([C:10]2[C:14]3[N:15]=[CH:16][N:17]=[C:18]([C:19]4[CH:24]=[CH:23][C:22]([O:25][CH3:26])=[CH:21][C:20]=4[O:27][CH2:28][CH2:29][O:30][CH3:31])[C:13]=3[NH:12][CH:11]=2)=[O:9])[CH2:3][CH2:2]1)=[O:36]. Given the reactants [NH:1]1[CH2:6][CH2:5][CH:4]([NH:7][C:8]([C:10]2[C:14]3[N:15]=[CH:16][N:17]=[C:18]([C:19]4[CH:24]=[CH:23][C:22]([O:25][CH3:26])=[CH:21][C:20]=4[O:27][CH2:28][CH2:29][O:30][CH3:31])[C:13]=3[NH:12][CH:11]=2)=[O:9])[CH2:3][CH2:2]1.[CH3:32][O:33][CH2:34][C:35](Cl)=[O:36], predict the reaction product. (7) Given the reactants [Cl:1][C:2]1[CH:7]=[C:6]([Cl:8])[CH:5]=[CH:4][C:3]=1[NH:9][C:10]1[CH2:15][CH2:14][N:13]([N:16]2[CH2:21][CH2:20][CH2:19][CH2:18][CH2:17]2)[C:12](=[O:22])[CH:11]=1.[H-].[Na+].Br[CH:26]([CH3:41])[C:27]([C:29]1[CH:34]=[CH:33][C:32]([O:35][CH:36]([O:38][CH2:39][CH3:40])[CH3:37])=[CH:31][CH:30]=1)=[O:28], predict the reaction product. The product is: [Cl:1][C:2]1[CH:7]=[C:6]([Cl:8])[CH:5]=[CH:4][C:3]=1[NH:9][C:10]1[CH2:15][CH2:14][N:13]([N:16]2[CH2:21][CH2:20][CH2:19][CH2:18][CH2:17]2)[C:12](=[O:22])[C:11]=1[CH:26]([CH3:41])[C:27]([C:29]1[CH:34]=[CH:33][C:32]([O:35][CH:36]([O:38][CH2:39][CH3:40])[CH3:37])=[CH:31][CH:30]=1)=[O:28]. (8) Given the reactants Cl[C:2]1[N:11]=[CH:10][C:9]2[N:8]([CH2:12][CH:13]3[CH2:15][CH2:14]3)[C:7](=[O:16])[C@@:6]3([CH3:22])[CH2:17][O:18][CH:19]([CH3:21])[CH2:20][N:5]3[C:4]=2[N:3]=1.[CH3:23][NH:24][C:25]([NH:27][C:28]1[CH:33]=[CH:32][C:31](B2OC(C)(C)C(C)(C)O2)=[CH:30][CH:29]=1)=[O:26].O1CCOCC1.C([O-])(O)=O.[Na+], predict the reaction product. The product is: [CH:13]1([CH2:12][N:8]2[C:7](=[O:16])[C@@:6]3([CH3:22])[CH2:17][O:18][C@H:19]([CH3:21])[CH2:20][N:5]3[C:4]3[N:3]=[C:2]([C:31]4[CH:30]=[CH:29][C:28]([NH:27][C:25]([NH:24][CH3:23])=[O:26])=[CH:33][CH:32]=4)[N:11]=[CH:10][C:9]2=3)[CH2:15][CH2:14]1. (9) Given the reactants Br[C:2]1[CH:7]=[N:6][C:5]([Br:8])=[CH:4][N:3]=1.Cl.[F:10][C:11]1([F:17])[CH2:16][CH2:15][NH:14][CH2:13][CH2:12]1.C(=O)([O-])[O-].[Cs+].[Cs+].CS(C)=O, predict the reaction product. The product is: [Br:8][C:5]1[CH:4]=[N:3][C:2]([N:14]2[CH2:15][CH2:16][C:11]([F:17])([F:10])[CH2:12][CH2:13]2)=[CH:7][N:6]=1.